Dataset: Peptide-MHC class I binding affinity with 185,985 pairs from IEDB/IMGT. Task: Regression. Given a peptide amino acid sequence and an MHC pseudo amino acid sequence, predict their binding affinity value. This is MHC class I binding data. (1) The peptide sequence is YTWNGTQWV. The MHC is HLA-C06:02 with pseudo-sequence HLA-C06:02. The binding affinity (normalized) is 0.460. (2) The peptide sequence is TKDETREQL. The MHC is HLA-B15:09 with pseudo-sequence HLA-B15:09. The binding affinity (normalized) is 0.586. (3) The peptide sequence is GLMWLSYFV. The MHC is HLA-A01:01 with pseudo-sequence HLA-A01:01. The binding affinity (normalized) is 0.0847. (4) The peptide sequence is KYYNDILKL. The binding affinity (normalized) is 0.0847. The MHC is HLA-B58:01 with pseudo-sequence HLA-B58:01. (5) The peptide sequence is YLYGIGSAV. The MHC is HLA-A02:02 with pseudo-sequence HLA-A02:02. The binding affinity (normalized) is 0.709. (6) The binding affinity (normalized) is 0.0847. The peptide sequence is IQFMHEQGY. The MHC is HLA-B08:01 with pseudo-sequence HLA-B08:01. (7) The peptide sequence is AETGQETA. The MHC is H-2-Kk with pseudo-sequence H-2-Kk. The binding affinity (normalized) is 0.0929.